From a dataset of Reaction yield outcomes from USPTO patents with 853,638 reactions. Predict the reaction yield, written as a fraction of the theoretical maximum amount of product (1.0 means a 100% yield; for example, 0.34 means a 34% yield). (1) The reactants are [Br:1][C:2]1[C:3]([F:11])=[C:4]([CH:8]=[CH:9][CH:10]=1)[C:5](O)=[O:6].[Cl-].[CH3:13][O:14][NH2+:15][CH3:16].C(Br)(Br)(Br)Br.C1(P(C2C=CC=CC=2)C2C=CC=CC=2)C=CC=CC=1.N1C=CC=CC=1. The catalyst is C(Cl)Cl. The product is [Br:1][C:2]1[C:3]([F:11])=[C:4]([CH:8]=[CH:9][CH:10]=1)[C:5]([N:15]([O:14][CH3:13])[CH3:16])=[O:6]. The yield is 0.730. (2) The reactants are [N+:1]([C:4]1[C:5]([NH:10][C:11]2[CH:12]=[C:13]([CH3:17])[CH:14]=[CH:15][CH:16]=2)=[N:6][CH:7]=[CH:8][CH:9]=1)([O-])=O. The catalyst is [Pd].C(O)C. The product is [C:13]1([CH3:17])[CH:14]=[CH:15][CH:16]=[C:11]([NH:10][C:5]2[C:4]([NH2:1])=[CH:9][CH:8]=[CH:7][N:6]=2)[CH:12]=1. The yield is 0.990.